Task: Predict the reactants needed to synthesize the given product.. Dataset: Full USPTO retrosynthesis dataset with 1.9M reactions from patents (1976-2016) (1) Given the product [NH2:14][C:17]1[CH:25]=[CH:24][C:20]([C:21]([N:11]2[CH2:10][CH2:9][N:8]([C:1]([O:3][C:4]([CH3:7])([CH3:6])[CH3:5])=[O:2])[CH2:13][CH2:12]2)=[O:22])=[CH:19][CH:18]=1, predict the reactants needed to synthesize it. The reactants are: [C:1]([N:8]1[CH2:13][CH2:12][NH:11][CH2:10][CH2:9]1)([O:3][C:4]([CH3:7])([CH3:6])[CH3:5])=[O:2].[N+:14]([C:17]1[CH:25]=[CH:24][C:20]([C:21](Cl)=[O:22])=[CH:19][CH:18]=1)([O-])=O.C(N(CC)CC)C. (2) Given the product [OH:1][C:2]1[CH:20]=[CH:19][C:5]([CH2:6][N:7]2[C:15]3[C:10](=[C:11]([NH:17][C:31](=[O:32])[CH:25]([CH3:24])[C:26]([O:28][CH2:29][CH3:30])=[O:27])[CH:12]=[CH:13][C:14]=3[CH3:16])[CH:9]=[C:8]2[CH3:18])=[CH:4][C:3]=1[CH:21]([CH3:23])[CH3:22], predict the reactants needed to synthesize it. The reactants are: [OH:1][C:2]1[CH:20]=[CH:19][C:5]([CH2:6][N:7]2[C:15]3[C:10](=[C:11]([NH2:17])[CH:12]=[CH:13][C:14]=3[CH3:16])[CH:9]=[C:8]2[CH3:18])=[CH:4][C:3]=1[CH:21]([CH3:23])[CH3:22].[CH3:24][CH:25]([C:31](OCC)=[O:32])[C:26]([O:28][CH2:29][CH3:30])=[O:27].